This data is from Reaction yield outcomes from USPTO patents with 853,638 reactions. The task is: Predict the reaction yield, written as a fraction of the theoretical maximum amount of product (1.0 means a 100% yield; for example, 0.34 means a 34% yield). The yield is 0.670. The catalyst is CC(C)=O. The product is [Cl:1][C:2]1[CH:3]=[C:4]([F:19])[C:5]([O:16][CH2:17][CH3:18])=[C:6]2[C:10]=1[N:9]([CH3:20])[CH:8]=[C:7]2[CH2:11][C:12]([O:14][CH3:15])=[O:13]. The reactants are [Cl:1][C:2]1[CH:3]=[C:4]([F:19])[C:5]([O:16][CH2:17][CH3:18])=[C:6]2[C:10]=1[NH:9][CH:8]=[C:7]2[CH2:11][C:12]([O:14][CH3:15])=[O:13].[C:20]([O-])([O-])=O.[K+].[K+].CI.